This data is from Full USPTO retrosynthesis dataset with 1.9M reactions from patents (1976-2016). The task is: Predict the reactants needed to synthesize the given product. (1) Given the product [CH3:4][C:2]([C:1]([OH:6])=[O:5])=[CH2:3].[CH3:30][O:29][C:25]([CH:26]=[CH2:27])=[O:28], predict the reactants needed to synthesize it. The reactants are: [C:1]([OH:6])(=[O:5])[C:2]([CH3:4])=[CH2:3].S([O-])(OCCCCCCCCCCCC)(=O)=O.[Na+].[C:25]([O:29][CH3:30])(=[O:28])[CH:26]=[CH2:27]. (2) Given the product [C:14]1([CH3:19])[CH:15]=[CH:16][CH:17]=[CH:18][C:13]=1[C:9]1[C:8]([NH:7][C:6]([C:40]2[CH:39]=[N:38][N:35]3[CH:36]=[CH:37][C:32]([Cl:31])=[N:33][C:34]=23)=[O:20])=[CH:12][O:11][N:10]=1, predict the reactants needed to synthesize it. The reactants are: C(O[C:6](=[O:20])[NH:7][C:8]1[C:9]([C:13]2[CH:18]=[CH:17][CH:16]=[CH:15][C:14]=2[CH3:19])=[N:10][O:11][CH:12]=1)(C)(C)C.Cl.C(N(C(C)C)CC)(C)C.[Cl:31][C:32]1[CH:37]=[CH:36][N:35]2[N:38]=[CH:39][C:40](C(Cl)=O)=[C:34]2[N:33]=1. (3) Given the product [ClH:8].[CH:22]([C:17]1[CH:18]=[CH:19][CH:20]=[CH:21][C:16]=1[S:15][C:13]1[CH:12]=[CH:11][N:10]=[C:9]([NH:7][C:4]2[S:5][CH:6]=[C:2]([CH3:1])[N:3]=2)[CH:14]=1)([CH3:24])[CH3:23], predict the reactants needed to synthesize it. The reactants are: [CH3:1][C:2]1[N:3]=[C:4]([NH2:7])[S:5][CH:6]=1.[Cl:8][C:9]1[CH:14]=[C:13]([S:15][C:16]2[CH:21]=[CH:20][CH:19]=[CH:18][C:17]=2[CH:22]([CH3:24])[CH3:23])[CH:12]=[CH:11][N:10]=1.P([O-])([O-])([O-])=O.[K+].[K+].[K+].C1(P(C2C=CC=CC=2)C2C3OC4C(=CC=CC=4P(C4C=CC=CC=4)C4C=CC=CC=4)C(C)(C)C=3C=CC=2)C=CC=CC=1. (4) Given the product [C:31]([O:30][C:28]([CH:26]1[CH2:25][N:24]([CH2:1][C:3]2[CH:4]=[C:5]3[C:13](=[CH:14][CH:15]=2)[C:12]2[O:11][N:10]=[C:9]([C:16]([O:18][CH3:19])=[O:17])[C:8]=2[CH2:7][CH2:6]3)[CH2:27]1)=[O:29])([CH3:34])([CH3:32])[CH3:33], predict the reactants needed to synthesize it. The reactants are: [CH:1]([C:3]1[CH:4]=[C:5]2[C:13](=[CH:14][CH:15]=1)[C:12]1[O:11][N:10]=[C:9]([C:16]([O:18][CH3:19])=[O:17])[C:8]=1[CH2:7][CH2:6]2)=O.C(O)(=O)C.[NH:24]1[CH2:27][CH:26]([C:28]([O:30][C:31]([CH3:34])([CH3:33])[CH3:32])=[O:29])[CH2:25]1.C(O[BH-](OC(=O)C)OC(=O)C)(=O)C.[Na+].C(O[BH-](OC(=O)C)OC(=O)C)(=O)C. (5) Given the product [F:17][C:4]1[CH:3]=[C:2]([C:23]2[CH:22]=[CH:21][CH:20]=[C:19]([F:18])[CH:24]=2)[C:10]2[N:9]3[CH2:11][CH2:12][NH:13][C:14](=[O:15])[C:8]3=[C:7]([CH3:16])[C:6]=2[CH:5]=1, predict the reactants needed to synthesize it. The reactants are: Br[C:2]1[C:10]2[N:9]3[CH2:11][CH2:12][NH:13][C:14](=[O:15])[C:8]3=[C:7]([CH3:16])[C:6]=2[CH:5]=[C:4]([F:17])[CH:3]=1.[F:18][C:19]1[CH:20]=[C:21](B(O)O)[CH:22]=[CH:23][CH:24]=1. (6) Given the product [CH:1]1[C:13]2[CH:12]([CH2:14][O:15][C:16]([N:18]3[CH2:19][C@H:20]([NH:48][C:58](=[O:59])[CH2:57][C:54]4[CH:55]=[CH:56][C:51]([O:50][CH3:49])=[CH:52][CH:53]=4)[CH2:21][C@H:22]([C:24](=[O:47])[NH:25][CH2:26][C:27]4([CH2:41][CH2:42][CH2:43][CH2:44][O:45][CH3:46])[C:40]5[CH:39]=[CH:38][CH:37]=[CH:36][C:35]=5[O:34][C:33]5[C:28]4=[CH:29][CH:30]=[CH:31][CH:32]=5)[CH2:23]3)=[O:17])[C:11]3[C:6](=[CH:7][CH:8]=[CH:9][CH:10]=3)[C:5]=2[CH:4]=[CH:3][CH:2]=1, predict the reactants needed to synthesize it. The reactants are: [CH:1]1[C:13]2[CH:12]([CH2:14][O:15][C:16]([N:18]3[CH2:23][C@@H:22]([C:24](=[O:47])[NH:25][CH2:26][C:27]4([CH2:41][CH2:42][CH2:43][CH2:44][O:45][CH3:46])[C:40]5[CH:39]=[CH:38][CH:37]=[CH:36][C:35]=5[O:34][C:33]5[C:28]4=[CH:29][CH:30]=[CH:31][CH:32]=5)[CH2:21][C@@H:20]([NH2:48])[CH2:19]3)=[O:17])[C:11]3[C:6](=[CH:7][CH:8]=[CH:9][CH:10]=3)[C:5]=2[CH:4]=[CH:3][CH:2]=1.[CH3:49][O:50][C:51]1[CH:56]=[CH:55][C:54]([CH2:57][C:58](Cl)=[O:59])=[CH:53][CH:52]=1. (7) Given the product [N:1]1([S:16]([C:13]2[CH:12]=[CH:11][C:10]([NH:9][C:6](=[O:8])[CH3:7])=[CH:15][CH:14]=2)(=[O:18])=[O:17])[CH2:5][CH2:4][CH2:3][CH2:2]1, predict the reactants needed to synthesize it. The reactants are: [NH:1]1[CH2:5][CH2:4][CH2:3][CH2:2]1.[C:6]([NH:9][C:10]1[CH:15]=[CH:14][C:13]([S:16](Cl)(=[O:18])=[O:17])=[CH:12][CH:11]=1)(=[O:8])[CH3:7].O. (8) Given the product [NH2:1][CH2:4][C:5]1[N:10]=[C:9]([NH:11][C:12]([NH:14][C:15]2[N:16]=[C:17]([C:20]3[CH:25]=[CH:24][N:23]=[CH:22][CH:21]=3)[S:18][CH:19]=2)=[O:13])[CH:8]=[CH:7][CH:6]=1, predict the reactants needed to synthesize it. The reactants are: [N:1]([CH2:4][C:5]1[N:10]=[C:9]([NH:11][C:12]([NH:14][C:15]2[N:16]=[C:17]([C:20]3[CH:25]=[CH:24][N:23]=[CH:22][CH:21]=3)[S:18][CH:19]=2)=[O:13])[CH:8]=[CH:7][CH:6]=1)=[N+]=[N-].